Dataset: Full USPTO retrosynthesis dataset with 1.9M reactions from patents (1976-2016). Task: Predict the reactants needed to synthesize the given product. (1) The reactants are: [CH2:1]([N:5]1[C:10]([N:11]([C:15]2[CH:20]=[C:19]([CH3:21])[CH:18]=[C:17]([CH3:22])[CH:16]=2)C(=O)C)=[C:9]([CH:23]([CH3:25])[CH3:24])[C:8](=[O:26])[NH:7][C:6]1=[O:27])[CH:2]=[CH:3][CH3:4].C[O-].[Na+].[NH4+].[Cl-]. Given the product [CH2:1]([N:5]1[C:10]([NH:11][C:15]2[CH:16]=[C:17]([CH3:22])[CH:18]=[C:19]([CH3:21])[CH:20]=2)=[C:9]([CH:23]([CH3:24])[CH3:25])[C:8](=[O:26])[NH:7][C:6]1=[O:27])[CH:2]=[CH:3][CH3:4], predict the reactants needed to synthesize it. (2) Given the product [CH2:1]([C:8]1[CH:9]=[C:10]([S:14]([CH2:15][C:16]([OH:33])([CH3:32])[C:17]([NH:19][C:20]2[CH:25]=[CH:24][C:23]([C:26]#[N:27])=[C:22]([C:28]([F:31])([F:29])[F:30])[CH:21]=2)=[O:18])(=[O:39])=[O:49])[CH:11]=[CH:12][CH:13]=1)[C:2]1[CH:7]=[CH:6][CH:5]=[CH:4][CH:3]=1, predict the reactants needed to synthesize it. The reactants are: [CH2:1]([C:8]1[CH:9]=[C:10]([S:14][CH2:15][C:16]([OH:33])([CH3:32])[C:17]([NH:19][C:20]2[CH:25]=[CH:24][C:23]([C:26]#[N:27])=[C:22]([C:28]([F:31])([F:30])[F:29])[CH:21]=2)=[O:18])[CH:11]=[CH:12][CH:13]=1)[C:2]1[CH:7]=[CH:6][CH:5]=[CH:4][CH:3]=1.OO.FC(F)(F)C(OC(=O)C(F)(F)F)=[O:39].[OH2:49]. (3) Given the product [Br:16][C:17]1[CH:22]=[CH:21][C:20]([S:23]([O:8][CH2:7][CH:2]2[CH2:3][CH2:4][CH2:5][CH2:6][O:1]2)(=[O:25])=[O:24])=[CH:19][CH:18]=1, predict the reactants needed to synthesize it. The reactants are: [O:1]1[CH2:6][CH2:5][CH2:4][CH2:3][CH:2]1[CH2:7][OH:8].CCN(CC)CC.[Br:16][C:17]1[CH:22]=[CH:21][C:20]([S:23](Cl)(=[O:25])=[O:24])=[CH:19][CH:18]=1. (4) Given the product [CH2:1]([C:3]1[CH:8]=[C:7]([CH3:9])[CH:6]=[C:5]([CH2:10][CH3:11])[C:4]=1[CH2:44][C:43]([O:46][CH2:47][CH3:48])=[O:45])[CH3:2], predict the reactants needed to synthesize it. The reactants are: [CH2:1]([C:3]1[CH:8]=[C:7]([CH3:9])[CH:6]=[C:5]([CH2:10][CH3:11])[C:4]=1B(O)O)[CH3:2].CC1C=CC=CC=1P(C1C=CC=CC=1C)C1C=CC=CC=1C.CCCCCC.[C:43]([O:46][CH2:47][CH3:48])(=[O:45])[CH3:44]. (5) Given the product [C:21]([O:20][C:18]([NH:17][CH:4]([CH2:5][CH2:6][C:7]([N:9]1[CH2:13][CH2:12][CH2:11][C@H:10]1[CH2:14][O:15][CH3:16])=[O:8])[C:3]([OH:25])=[O:2])=[O:19])([CH3:22])([CH3:24])[CH3:23], predict the reactants needed to synthesize it. The reactants are: C[O:2][C:3](=[O:25])[CH:4]([NH:17][C:18]([O:20][C:21]([CH3:24])([CH3:23])[CH3:22])=[O:19])[CH2:5][CH2:6][C:7]([N:9]1[CH2:13][CH2:12][CH2:11][C@H:10]1[CH2:14][O:15][CH3:16])=[O:8].[OH-].[Na+].Cl. (6) Given the product [CH3:33][C:34]1[N:39]=[CH:38][C:37]([C:40](=[O:42])[CH2:41][C:12]2[CH:10]=[CH:13][C:21]([S:22]([CH3:25])(=[O:24])=[O:23])=[CH:18][CH:17]=2)=[CH:36][CH:35]=1, predict the reactants needed to synthesize it. The reactants are: C([PH+]([C:10]([CH3:13])([CH3:12])C)C(C)(C)C)(C)(C)C.BrC1C=C[C:18]([CH2:21][S:22]([CH2:25]C2C=CC(Br)=CC=2)(=[O:24])=[O:23])=[CH:17]C=1.[CH3:33][C:34]1[N:39]=[CH:38][C:37]([C:40](=[O:42])[CH3:41])=[CH:36][CH:35]=1. (7) Given the product [C:33]([O:32][C:30]([N:27]1[CH2:28][CH2:29][C@H:24]([O:23][C:22]2[CH:38]=[CH:39][C:40]([C:2]3[N:7]=[CH:6][N:5]=[C:4]([NH:8][C:9]4[S:13][CH:12]=[N:11][C:10]=4[C:14]([O:16][CH2:17][CH3:18])=[O:15])[N:3]=3)=[CH:41][C:21]=2[C:19]#[N:20])[C@H:25]([F:37])[CH2:26]1)=[O:31])([CH3:36])([CH3:34])[CH3:35], predict the reactants needed to synthesize it. The reactants are: Cl[C:2]1[N:7]=[CH:6][N:5]=[C:4]([NH:8][C:9]2[S:13][CH:12]=[N:11][C:10]=2[C:14]([O:16][CH2:17][CH3:18])=[O:15])[N:3]=1.[C:19]([C:21]1[CH:41]=[C:40](B2OC(C)(C)C(C)(C)O2)[CH:39]=[CH:38][C:22]=1[O:23][C@H:24]1[CH2:29][CH2:28][N:27]([C:30]([O:32][C:33]([CH3:36])([CH3:35])[CH3:34])=[O:31])[CH2:26][C@H:25]1[F:37])#[N:20].C(=O)([O-])[O-].[Na+].[Na+]. (8) Given the product [CH3:10][C@@H:9]([NH:8][C:6](=[O:7])[O:5][C:2]([CH3:1])([CH3:3])[CH3:4])[C:11]([NH:53][C:52]1[CH:51]=[CH:50][C:49]([O:48][C:45]2[CH:46]=[CH:47][C:42]([CH3:41])=[C:43]([O:56][CH3:57])[CH:44]=2)=[CH:55][CH:54]=1)=[O:13], predict the reactants needed to synthesize it. The reactants are: [CH3:1][C:2]([O:5][C:6]([NH:8][C@@H:9]([C:11]([OH:13])=O)[CH3:10])=[O:7])([CH3:4])[CH3:3].CN(C)C=O.CN(C(ON1N=NC2C=CC=CC1=2)=[N+](C)C)C.[B-](F)(F)(F)F.[CH3:41][C:42]1[CH:47]=[CH:46][C:45]([O:48][C:49]2[CH:55]=[CH:54][C:52]([NH2:53])=[CH:51][CH:50]=2)=[CH:44][C:43]=1[O:56][CH3:57]. (9) Given the product [CH:1]1([CH:7]([C:18]2[CH:22]=[C:21]([CH:23]3[CH2:28][CH2:27][CH2:26][CH2:25][CH2:24]3)[S:20][C:19]=2[CH2:29][CH3:30])[O:8][C:9]2[CH:17]=[CH:16][C:12]([C:13]([N:32]([CH3:31])[CH2:33][CH2:34][C:35]([OH:37])=[O:36])=[O:14])=[CH:11][CH:10]=2)[CH2:2][CH2:3][CH2:4][CH2:5][CH2:6]1, predict the reactants needed to synthesize it. The reactants are: [CH:1]1([CH:7]([C:18]2[CH:22]=[C:21]([CH:23]3[CH2:28][CH2:27][CH2:26][CH2:25][CH2:24]3)[S:20][C:19]=2[CH2:29][CH3:30])[O:8][C:9]2[CH:17]=[CH:16][C:12]([C:13](O)=[O:14])=[CH:11][CH:10]=2)[CH2:6][CH2:5][CH2:4][CH2:3][CH2:2]1.[CH3:31][NH:32][CH2:33][CH2:34][C:35]([O:37]CC)=[O:36]. (10) Given the product [CH3:2][O:3][C:4](=[O:10])[C@H:5]([NH:9][S:32]([C:29]1[CH:28]=[CH:27][C:26]([O:25][CH2:24][C:23]2[CH:36]=[C:37]([F:39])[CH:38]=[C:21]([F:20])[CH:22]=2)=[CH:31][CH:30]=1)(=[O:34])=[O:33])[C@@H:6]([OH:8])[CH3:7], predict the reactants needed to synthesize it. The reactants are: Cl.[CH3:2][O:3][C:4](=[O:10])[C@H:5]([NH2:9])[C@@H:6]([OH:8])[CH3:7].C(N(C(C)C)CC)(C)C.[F:20][C:21]1[CH:22]=[C:23]([CH:36]=[C:37]([F:39])[CH:38]=1)[CH2:24][O:25][C:26]1[CH:31]=[CH:30][C:29]([S:32](Cl)(=[O:34])=[O:33])=[CH:28][CH:27]=1.O.